Dataset: Reaction yield outcomes from USPTO patents with 853,638 reactions. Task: Predict the reaction yield, written as a fraction of the theoretical maximum amount of product (1.0 means a 100% yield; for example, 0.34 means a 34% yield). (1) The reactants are [F:1][C:2]1[C:3](I)=[N:4][CH:5]=[CH:6][CH:7]=1.[CH2:9]([C:13]1[O:14][C:15]2[CH:21]=[CH:20][CH:19]=[CH:18][C:16]=2[N:17]=1)[CH2:10][C:11]#[CH:12]. The catalyst is C(N(CC)CC)C.[Cu](I)I.Cl[Pd](Cl)([P](C1C=CC=CC=1)(C1C=CC=CC=1)C1C=CC=CC=1)[P](C1C=CC=CC=1)(C1C=CC=CC=1)C1C=CC=CC=1. The product is [F:1][C:2]1[C:3]([C:12]#[C:11][CH2:10][CH2:9][C:13]2[O:14][C:15]3[CH:21]=[CH:20][CH:19]=[CH:18][C:16]=3[N:17]=2)=[N:4][CH:5]=[CH:6][CH:7]=1. The yield is 0.150. (2) The reactants are [Br:1]Br.[Br:3][CH2:4][CH2:5][C:6]1[CH:11]=[CH:10][C:9]([C:12](=[O:16])[CH:13]([CH3:15])[CH3:14])=[CH:8][CH:7]=1.S([O-])([O-])(=O)=S.[Na+].[Na+]. The catalyst is ClC1C=CC=CC=1Cl. The product is [Br:1][C:13]([CH3:14])([CH3:15])[C:12]([C:9]1[CH:10]=[CH:11][C:6]([CH2:5][CH2:4][Br:3])=[CH:7][CH:8]=1)=[O:16]. The yield is 0.550. (3) The reactants are [CH3:1][N:2]([CH3:19])[CH2:3][CH2:4][N:5]([CH3:18])[C:6]1[C:14]2[C:9](=[CH:10][C:11]([C:15]([O-:17])=O)=[CH:12][CH:13]=2)[NH:8][N:7]=1.[Li+].C(Cl)CCl.C1C=CC2N(O)N=NC=2C=1.[F:35][C:36]([F:46])([F:45])[C:37]1[CH:44]=[CH:43][C:40]([CH2:41][NH2:42])=[CH:39][CH:38]=1. The catalyst is CN(C=O)C.C(OCC)(=O)C.CCN(CC)CC. The product is [F:35][C:36]([F:45])([F:46])[C:37]1[CH:44]=[CH:43][C:40]([CH2:41][NH:42][C:15]([C:11]2[CH:10]=[C:9]3[C:14]([C:6]([N:5]([CH2:4][CH2:3][N:2]([CH3:1])[CH3:19])[CH3:18])=[N:7][NH:8]3)=[CH:13][CH:12]=2)=[O:17])=[CH:39][CH:38]=1. The yield is 0.260. (4) The reactants are Br[CH2:2][C:3]([CH2:26][CH3:27])=[CH:4][CH2:5][C:6]1[C:14]([O:15]CC[Si](C)(C)C)=[C:13]2[C:9]([CH2:10][O:11][C:12]2=[O:22])=[C:8]([CH3:23])[C:7]=1[O:24][CH3:25].C[O:29][P:30]([O:33]C)[O:31]C.C[Si](Br)(C)C.N1C(C)=CC=CC=1C. No catalyst specified. The product is [CH2:26]([C:3](=[CH:4][CH2:5][C:6]1[C:14]([OH:15])=[C:13]2[C:9](=[C:8]([CH3:23])[C:7]=1[O:24][CH3:25])[CH2:10][O:11][C:12]2=[O:22])[CH2:2][P:30](=[O:29])([OH:33])[OH:31])[CH3:27]. The yield is 0.580. (5) The reactants are [CH3:1][C:2]1[CH:23]=[C:22]([CH3:24])[C:21]([C:25]2[NH:33][C:28]3[CH2:29][NH:30][CH2:31][CH2:32][C:27]=3[N:26]=2)=[CH:20][C:3]=1[C:4]([N:6]1[CH2:11][CH2:10][CH:9]([C:12]2[CH:19]=[CH:18][C:15]([C:16]#[N:17])=[CH:14][CH:13]=2)[CH2:8][CH2:7]1)=[O:5].Br[CH2:35][CH2:36][F:37].[I-].[K+].C(N(CC)CC)C. The catalyst is CN(C=O)C.ClCCl. The product is [F:37][CH2:36][CH2:35][N:30]1[CH2:31][CH2:32][C:27]2[NH:26][C:25]([C:21]3[C:22]([CH3:24])=[CH:23][C:2]([CH3:1])=[C:3]([CH:20]=3)[C:4]([N:6]3[CH2:7][CH2:8][CH:9]([C:12]4[CH:13]=[CH:14][C:15]([C:16]#[N:17])=[CH:18][CH:19]=4)[CH2:10][CH2:11]3)=[O:5])=[N:33][C:28]=2[CH2:29]1. The yield is 0.520. (6) The reactants are [CH3:1][N:2]1[C:6]([C:7]([OH:9])=O)=[CH:5][C:4]([CH3:10])=[N:3]1.S(Cl)(Cl)=O.[NH2:15][C:16]1[CH:17]=[C:18]([CH:31]=[CH:32][CH:33]=1)[C:19]([C:21]1[CH:29]=[C:28]2[C:24]([CH2:25][C:26](=[O:30])[NH:27]2)=[CH:23][CH:22]=1)=[O:20]. The catalyst is C1COCC1. The product is [O:30]=[C:26]1[CH2:25][C:24]2[C:28](=[CH:29][C:21]([C:19]([C:18]3[CH:17]=[C:16]([NH:15][C:7]([C:6]4[N:2]([CH3:1])[N:3]=[C:4]([CH3:10])[CH:5]=4)=[O:9])[CH:33]=[CH:32][CH:31]=3)=[O:20])=[CH:22][CH:23]=2)[NH:27]1. The yield is 0.750. (7) The reactants are [S:1]1[CH:5]=[CH:4][CH:3]=[C:2]1[C:6]1[N:7]=[C:8]([C:11]2([CH2:17][NH2:18])[CH2:16][CH2:15][O:14][CH2:13][CH2:12]2)[S:9][CH:10]=1.[F:19][C:20]([F:36])([F:35])[C:21]1[O:25][N:24]=[C:23]([C:26]2[CH:27]=[C:28]([CH:32]=[CH:33][CH:34]=2)[C:29](O)=[O:30])[N:22]=1. No catalyst specified. The product is [S:1]1[CH:5]=[CH:4][CH:3]=[C:2]1[C:6]1[N:7]=[C:8]([C:11]2([CH2:17][NH:18][C:29](=[O:30])[C:28]3[CH:32]=[CH:33][CH:34]=[C:26]([C:23]4[N:22]=[C:21]([C:20]([F:36])([F:35])[F:19])[O:25][N:24]=4)[CH:27]=3)[CH2:12][CH2:13][O:14][CH2:15][CH2:16]2)[S:9][CH:10]=1. The yield is 0.460. (8) The reactants are [C:1]([O:5][C:6](=[O:37])[NH:7][C:8]1[CH:13]=[CH:12][CH:11]=[C:10]([C:14]2[CH:19]=[CH:18][C:17]([S:20]([N:23]3[CH2:27][CH2:26][CH2:25][CH:24]3[C:28](C)(C)[O:29][SiH2]C(C)(C)C)(=[O:22])=[O:21])=[CH:16][CH:15]=2)[N:9]=1)([CH3:4])([CH3:3])[CH3:2].CCCC[N+](CCCC)(CCCC)CCCC.[F-]. The catalyst is C(Cl)Cl. The product is [C:1]([O:5][C:6](=[O:37])[NH:7][C:8]1[CH:13]=[CH:12][CH:11]=[C:10]([C:14]2[CH:19]=[CH:18][C:17]([S:20]([N:23]3[CH2:27][CH2:26][CH2:25][CH:24]3[CH2:28][OH:29])(=[O:22])=[O:21])=[CH:16][CH:15]=2)[N:9]=1)([CH3:4])([CH3:2])[CH3:3]. The yield is 0.860. (9) The yield is 0.560. The catalyst is CC(O)C.C1COCC1. The product is [Cl:16][C:12]1[N:11]=[C:10]([S:17][CH3:18])[N:9]=[C:8]2[C:13]=1[NH:14][CH:15]=[N:7]2. The reactants are CC(C)(C)C(OC[N:7]1[CH:15]=[N:14][C:13]2[C:8]1=[N:9][C:10]([S:17][CH3:18])=[N:11][C:12]=2[Cl:16])=O.[OH-].[Na+]. (10) The reactants are CC([N:5]([C@@H:9]([CH3:13])[CH2:10][C:11]#[N:12])[C:6](=[O:8])[O-:7])(C)C.CS(OC[C@@H](NC(O[C:26]([CH3:29])([CH3:28])[CH3:27])=O)C)(=O)=O.[C-]#N.[K+].C1OCCOCCOCCOCCOCCOC1. The catalyst is CS(C)=O.O. The product is [C:11]([CH2:10][C@@H:9]([NH:5][C:6](=[O:8])[O:7][C:26]([CH3:29])([CH3:28])[CH3:27])[CH3:13])#[N:12]. The yield is 0.880.